From a dataset of Reaction yield outcomes from USPTO patents with 853,638 reactions. Predict the reaction yield, written as a fraction of the theoretical maximum amount of product (1.0 means a 100% yield; for example, 0.34 means a 34% yield). (1) The reactants are [H-].[Na+].[CH2:3]([O:10][C:11]1[CH:16]=[CH:15][C:14]([C:17]2[N:21]=[CH:20][N:19]([CH2:22][C:23]([C:25]3[CH:30]=[CH:29][C:28]([F:31])=[CH:27][C:26]=3[F:32])=[O:24])[N:18]=2)=[CH:13][CH:12]=1)[C:4]1[CH:9]=[CH:8][CH:7]=[CH:6][CH:5]=1.[CH3:33]I.O. The catalyst is CN(C=O)C. The product is [CH2:3]([O:10][C:11]1[CH:12]=[CH:13][C:14]([C:17]2[N:21]=[CH:20][N:19]([CH:22]([CH3:33])[C:23]([C:25]3[CH:30]=[CH:29][C:28]([F:31])=[CH:27][C:26]=3[F:32])=[O:24])[N:18]=2)=[CH:15][CH:16]=1)[C:4]1[CH:9]=[CH:8][CH:7]=[CH:6][CH:5]=1. The yield is 0.792. (2) The reactants are [C:1]1([C@@H:7]2[CH2:11][N:10]([CH:12]3[CH2:17][CH2:16][O:15][CH2:14][CH2:13]3)[C:9](=[O:18])[N:8]2[CH:19]2[CH2:24][CH2:23][NH:22][CH2:21][CH2:20]2)[CH:6]=[CH:5][CH:4]=[CH:3][CH:2]=1.[CH:25]([C:27]1[CH:28]=[CH:29][C:30]([O:34][C:35]2[CH:42]=[CH:41][C:38]([C:39]#[N:40])=[CH:37][CH:36]=2)=[N:31][C:32]=1C)=O. No catalyst specified. The product is [O:18]=[C:9]1[N:10]([CH:12]2[CH2:13][CH2:14][O:15][CH2:16][CH2:17]2)[CH2:11][C@@H:7]([C:1]2[CH:2]=[CH:3][CH:4]=[CH:5][CH:6]=2)[N:8]1[CH:19]1[CH2:24][CH2:23][N:22]([CH2:25][C:27]2[CH:28]=[CH:29][C:30]([O:34][C:35]3[CH:42]=[CH:41][C:38]([C:39]#[N:40])=[CH:37][CH:36]=3)=[N:31][CH:32]=2)[CH2:21][CH2:20]1. The yield is 0.740.